This data is from Forward reaction prediction with 1.9M reactions from USPTO patents (1976-2016). The task is: Predict the product of the given reaction. (1) Given the reactants C1C=CC(P(C2C=CC=CC=2)C2C=CC=CC=2)=CC=1.N(C(OCC)=O)=NC(OCC)=O.[C:32]([O:36][CH2:37][CH3:38])(=[O:35])[CH2:33][OH:34].O=[C:40]1[CH2:45][CH2:44][CH2:43][CH2:42][CH:41]1[C:46]#[N:47].[H-].[Na+], predict the reaction product. The product is: [CH2:37]([O:36][C:32]([C:33]1[O:34][C:40]2[CH2:45][CH2:44][CH2:43][CH2:42][C:41]=2[C:46]=1[NH2:47])=[O:35])[CH3:38]. (2) Given the reactants [F:1][C:2]1[CH:8]=[CH:7][CH:6]=[C:5]([F:9])[C:3]=1[NH2:4].[N:10]([O-])=O.[Na+].C([O-])(=O)C.[Na+].[C:19]([CH2:22][C:23](=[O:25])[CH3:24])(=[O:21])[CH3:20], predict the reaction product. The product is: [F:1][C:2]1[CH:8]=[CH:7][CH:6]=[C:5]([F:9])[C:3]=1[NH:4][N:10]=[C:22]([C:23](=[O:25])[CH3:24])[C:19](=[O:21])[CH3:20]. (3) The product is: [CH3:27][O:28][C:2]1[CH:11]=[CH:10][N:9]=[C:8]2[C:3]=1[CH:4]=[C:5]([C:13]([NH:15][CH2:16][C:17]1[CH:22]=[CH:21][CH:20]=[C:19]([C:23]([F:26])([F:25])[F:24])[CH:18]=1)=[O:14])[C:6]([CH3:12])=[N:7]2. Given the reactants Cl[C:2]1[CH:11]=[CH:10][N:9]=[C:8]2[C:3]=1[CH:4]=[C:5]([C:13]([NH:15][CH2:16][C:17]1[CH:22]=[CH:21][CH:20]=[C:19]([C:23]([F:26])([F:25])[F:24])[CH:18]=1)=[O:14])[C:6]([CH3:12])=[N:7]2.[CH3:27][O-:28].[Na+], predict the reaction product.